This data is from Full USPTO retrosynthesis dataset with 1.9M reactions from patents (1976-2016). The task is: Predict the reactants needed to synthesize the given product. (1) Given the product [I:16][C:14]1[CH:15]=[C:10]([OH:9])[CH:11]=[C:12]([I:29])[C:13]=1[O:17][C:18]1[CH:23]=[CH:22][C:21]([O:24][CH3:25])=[C:20]([CH:26]([CH3:27])[CH3:28])[CH:19]=1, predict the reactants needed to synthesize it. The reactants are: C([O:9][C:10]1[CH:15]=[C:14]([I:16])[C:13]([O:17][C:18]2[CH:23]=[CH:22][C:21]([O:24][CH3:25])=[C:20]([CH:26]([CH3:28])[CH3:27])[CH:19]=2)=[C:12]([I:29])[CH:11]=1)(=O)C1C=CC=CC=1.[OH-].[Na+].Cl. (2) Given the product [C:68]([NH:27][CH2:26][C:23]1[CH:22]=[CH:21][C:20]([C:18]2[CH:19]=[C:9]3[C:8]([NH:7][C@@H:4]4[CH2:5][CH2:6][C@@:2]([NH:1][C:31](=[O:34])[CH3:32])([CH3:30])[C:3]4([CH3:29])[CH3:28])=[C:13]([C:14]([NH2:16])=[O:15])[CH:12]=[N:11][N:10]3[CH:17]=2)=[CH:25][CH:24]=1)(=[O:51])[CH3:70], predict the reactants needed to synthesize it. The reactants are: [NH2:1][C@@:2]1([CH3:30])[CH2:6][CH2:5][C@@H:4]([NH:7][C:8]2[C:9]3[N:10]([CH:17]=[C:18]([C:20]4[CH:25]=[CH:24][C:23]([CH2:26][NH2:27])=[CH:22][CH:21]=4)[CH:19]=3)[N:11]=[CH:12][C:13]=2[C:14]([NH2:16])=[O:15])[C:3]1([CH3:29])[CH3:28].[C:31]([OH:34])(=O)[CH3:32].F[P-](F)(F)(F)(F)F.N1([O:51][P+](N(C)C)(N(C)C)N(C)C)C2C=CC=CC=2N=N1.CCN([CH:68]([CH3:70])C)C(C)C. (3) Given the product [O:68]=[C:67]([CH:51]1[NH:50][CH2:49][C:47]2=[C:46]3[C:42](=[C:41]([C:53]([F:56])([F:55])[F:54])[C:40]([CH2:32][CH2:33][C:34]4[CH:35]=[CH:36][CH:37]=[CH:38][CH:39]=4)=[CH:48]2)[CH:43]=[CH:44][N:45]3[CH2:52]1)[CH2:66][NH:65][C:58](=[O:59])[O:60][C:61]([CH3:63])([CH3:62])[CH3:64], predict the reactants needed to synthesize it. The reactants are: CN(C(ON1N=NC2C=CC=NC1=2)=[N+](C)C)C.F[P-](F)(F)(F)(F)F.C(N(CC)CC)C.[CH2:32]([C:40]1[C:41]([C:53]([F:56])([F:55])[F:54])=[C:42]2[C:46]3=[C:47]([CH2:49][NH:50][CH2:51][CH2:52][N:45]3[CH:44]=[CH:43]2)[CH:48]=1)[CH2:33][C:34]1[CH:39]=[CH:38][CH:37]=[CH:36][CH:35]=1.Cl.[C:58]([NH:65][CH2:66][C:67](O)=[O:68])([O:60][C:61]([CH3:64])([CH3:63])[CH3:62])=[O:59]. (4) Given the product [C:1]1([C:7]2[CH:8]=[C:9]([C:13]3[CH:14]=[CH:15][C:16]([I:21])=[CH:17][CH:18]=3)[CH:10]=[CH:11][CH:12]=2)[CH:2]=[CH:3][CH:4]=[CH:5][CH:6]=1.[C:1]1([C:7]2[CH:8]=[C:9]([C:13]3[CH:14]=[CH:15][CH:16]=[CH:17][CH:18]=3)[CH:10]=[C:11]([I:21])[CH:12]=2)[CH:2]=[CH:3][CH:4]=[CH:5][CH:6]=1, predict the reactants needed to synthesize it. The reactants are: [C:1]1([C:7]2[CH:12]=[CH:11][CH:10]=[C:9]([C:13]3[CH:18]=[CH:17][CH:16]=[CH:15][CH:14]=3)[CH:8]=2)[CH:6]=[CH:5][CH:4]=[CH:3][CH:2]=1.O.O.[IH:21].II.S(=O)(=O)(O)O. (5) The reactants are: CO[C:3]([C:5]1[CH:10]=[CH:9][C:8](B(O)O)=[CH:7][CH:6]=1)=O.[NH2:14][C:15]1[CH2:16][C:17]([C:27]([N:29]([CH2:33][CH2:34][CH3:35])[CH2:30][CH2:31][CH3:32])=[O:28])=[CH:18][C:19]2[CH:25]=[CH:24]C(Br)=[CH:22][C:20]=2[N:21]=1.C(=O)([O-])[O-:37].[K+].[K+].[CH3:42][CH2:43][O:44][C:45]([CH3:47])=[O:46]. Given the product [NH2:14][C:15]1[CH2:16][C:17]([C:27](=[O:28])[N:29]([CH2:30][CH2:31][CH3:32])[CH2:33][CH2:34][CH3:35])=[CH:18][C:19]2[CH:25]=[CH:24][C:3]([C:5]3[CH:6]=[CH:7][C:8]([O:37][CH2:47][C:45]([O:44][CH2:43][CH3:42])=[O:46])=[CH:9][CH:10]=3)=[CH:22][C:20]=2[N:21]=1, predict the reactants needed to synthesize it. (6) Given the product [F:28][CH2:27][CH2:26][CH2:25][O:16][C:13]1[CH:14]=[CH:15][C:10]2[N:11]([CH:17]=[C:8]([C:5]3[CH:4]=[CH:3][C:2]([OH:1])=[CH:7][CH:6]=3)[N:9]=2)[CH:12]=1, predict the reactants needed to synthesize it. The reactants are: [OH:1][C:2]1[CH:7]=[CH:6][C:5]([C:8]2[N:9]=[C:10]3[CH:15]=[CH:14][C:13]([OH:16])=[CH:12][N:11]3[CH:17]=2)=[CH:4][CH:3]=1.C(=O)([O-])[O-].[K+].[K+].Br[CH2:25][CH2:26][CH2:27][F:28].